From a dataset of Full USPTO retrosynthesis dataset with 1.9M reactions from patents (1976-2016). Predict the reactants needed to synthesize the given product. (1) Given the product [O:1]1[C:10]2[CH:9]=[C:8]([CH2:11][N:12]([CH:20]3[CH2:21][CH2:22][N:23]([CH2:26][CH:27]4[N:40]5[C:31]6[N:30]([C:35](=[O:36])[CH:34]=[N:33][C:32]=6[CH:37]=[CH:38][C:39]5=[O:41])[CH2:29][CH2:28]4)[CH2:24][CH2:25]3)[C:13](=[O:19])[O:14][C:15]([CH3:18])([CH3:17])[CH3:16])[N:7]=[CH:6][C:5]=2[O:4][CH2:3][CH2:2]1, predict the reactants needed to synthesize it. The reactants are: [O:1]1[C:10]2[CH:9]=[C:8]([CH2:11][N:12]([CH:20]3[CH2:25][CH2:24][N:23]([CH2:26][CH:27](O)[CH2:28][CH2:29][N:30]4[C:35](=[O:36])[CH:34]=[N:33][C:32]5[CH:37]=[CH:38][C:39]([O:41]C)=[N:40][C:31]4=5)[CH2:22][CH2:21]3)[C:13](=[O:19])[O:14][C:15]([CH3:18])([CH3:17])[CH3:16])[N:7]=[CH:6][C:5]=2[O:4][CH2:3][CH2:2]1.CS(OS(C)(=O)=O)(=O)=O.C(N(C(C)C)CC)(C)C. (2) The reactants are: [CH:1]1([NH:7][C:8]2[CH:17]=[C:16]3[C:11]([C:12](=[O:25])[C:13]([CH2:23][OH:24])=[CH:14][N:15]3[CH:18]3[CH2:22][CH2:21][CH2:20][CH2:19]3)=[CH:10][C:9]=2[F:26])[CH2:6][CH2:5][CH2:4][CH2:3][CH2:2]1. Given the product [CH:1]1([NH:7][C:8]2[CH:17]=[C:16]3[C:11]([C:12](=[O:25])[C:13]([CH:23]=[O:24])=[CH:14][N:15]3[CH:18]3[CH2:22][CH2:21][CH2:20][CH2:19]3)=[CH:10][C:9]=2[F:26])[CH2:2][CH2:3][CH2:4][CH2:5][CH2:6]1, predict the reactants needed to synthesize it. (3) Given the product [CH3:30][S:27]([C:22]1[CH:23]=[CH:24][CH:25]=[CH:26][C:21]=1[C:18]1[CH:19]=[CH:20][C:15]([NH:14][C:13]([CH:9]2[CH2:10][CH2:11][CH2:12][NH:8]2)=[O:35])=[C:16]([C:31]([F:34])([F:32])[F:33])[CH:17]=1)(=[O:29])=[O:28], predict the reactants needed to synthesize it. The reactants are: C(OC([N:8]1[CH2:12][CH2:11][CH2:10][CH:9]1[C:13](=[O:35])[NH:14][C:15]1[CH:20]=[CH:19][C:18]([C:21]2[CH:26]=[CH:25][CH:24]=[CH:23][C:22]=2[S:27]([CH3:30])(=[O:29])=[O:28])=[CH:17][C:16]=1[C:31]([F:34])([F:33])[F:32])=O)(C)(C)C.FC(F)(F)C(O)=O. (4) The reactants are: [Br:1][C:2]1[CH:8]=[CH:7][C:5]([NH2:6])=[CH:4][C:3]=1[Cl:9].C(N(CC)CC)C.[CH3:17][S:18](Cl)(=[O:20])=[O:19]. Given the product [Br:1][C:2]1[CH:8]=[CH:7][C:5]([NH:6][S:18]([CH3:17])(=[O:20])=[O:19])=[CH:4][C:3]=1[Cl:9], predict the reactants needed to synthesize it. (5) Given the product [CH3:3][C:2]([O:6][C:7]1[CH:12]=[CH:11][C:10]([C:13]([F:15])([F:14])[F:16])=[CH:9][CH:8]=1)([CH3:1])[C:4]#[C:5][CH2:22][OH:23], predict the reactants needed to synthesize it. The reactants are: [CH3:1][C:2]([O:6][C:7]1[CH:12]=[CH:11][C:10]([C:13]([F:16])([F:15])[F:14])=[CH:9][CH:8]=1)([C:4]#[CH:5])[CH3:3].C([Li])CCC.[CH2:22]=[O:23].